Dataset: Full USPTO retrosynthesis dataset with 1.9M reactions from patents (1976-2016). Task: Predict the reactants needed to synthesize the given product. (1) Given the product [CH:15]1[C:14]2[CH:13]=[CH:12][C:11]3[CH:10]=[CH:9][CH:8]=[CH:7][C:6]=3[CH:5]([O:16][CH2:20][CH2:19][OH:23])[C:4]=2[CH:3]=[CH:2][CH:1]=1, predict the reactants needed to synthesize it. The reactants are: [CH:1]1[CH:15]=[C:14]2[C:4]([CH:5]([OH:16])[C:6]3[C:11]([CH:12]=[CH:13]2)=[CH:10][CH:9]=[CH:8][CH:7]=3)=[CH:3][CH:2]=1.[H-].[Na+].[C:19]([O:23]C(=O)CBr)(C)(C)[CH3:20].[H-].[Al+3].[Li+].[H-].[H-].[H-]. (2) Given the product [CH2:1]([NH:8][C:9]1[CH:10]=[CH:11][CH:12]=[C:13]([NH:15][CH2:16][C:18]2[CH:22]=[C:21]([C:23]3[CH:24]=[CH:25][C:26]([F:29])=[CH:27][CH:28]=3)[NH:20][N:19]=2)[N:14]=1)[C:2]1[CH:7]=[CH:6][CH:5]=[CH:4][CH:3]=1, predict the reactants needed to synthesize it. The reactants are: [CH2:1]([NH:8][C:9]1[N:14]=[C:13]([NH:15][C:16]([C:18]2[CH:22]=[C:21]([C:23]3[CH:28]=[CH:27][C:26]([F:29])=[CH:25][CH:24]=3)[N:20](C3CCCCO3)[N:19]=2)=O)[CH:12]=[CH:11][CH:10]=1)[C:2]1[CH:7]=[CH:6][CH:5]=[CH:4][CH:3]=1.CO.Cl.CO.Cl. (3) Given the product [NH:19]1[C:13]2([CH2:18][CH2:17][CH2:16][CH2:15][CH2:14]2)[CH2:12][O:11][CH2:10][C:9]1=[O:8], predict the reactants needed to synthesize it. The reactants are: C([O-])=O.[NH4+].C([O:8][CH2:9][CH2:10][O:11][CH2:12][C:13]1([N+:19]([O-])=O)[CH2:18][CH2:17][CH2:16][CH2:15][CH2:14]1)(=O)C. (4) Given the product [C:34]([N:37]1[CH2:42][CH2:41][N:40]([CH2:6][CH2:7][O:8][C:9]2[CH:14]=[CH:13][C:12]([CH:15]3[CH2:16][CH2:17][N:18]([C:21]4[CH:22]=[CH:23][C:24]5[N:25]([C:27]([C:30]([F:32])([F:31])[F:33])=[N:28][N:29]=5)[N:26]=4)[CH2:19][CH2:20]3)=[CH:11][CH:10]=2)[CH2:39][C@H:38]1[CH3:43])(=[O:36])[CH3:35], predict the reactants needed to synthesize it. The reactants are: CS(O[CH2:6][CH2:7][O:8][C:9]1[CH:14]=[CH:13][C:12]([CH:15]2[CH2:20][CH2:19][N:18]([C:21]3[CH:22]=[CH:23][C:24]4[N:25]([C:27]([C:30]([F:33])([F:32])[F:31])=[N:28][N:29]=4)[N:26]=3)[CH2:17][CH2:16]2)=[CH:11][CH:10]=1)(=O)=O.[C:34]([N:37]1[CH2:42][CH2:41][NH:40][CH2:39][C@H:38]1[CH3:43])(=[O:36])[CH3:35]. (5) The reactants are: [N+:1]([C:4]1[CH:5]=[C:6]([S:17]([NH2:20])(=[O:19])=[O:18])[CH:7]=[CH:8][C:9]=1[NH:10][CH:11]1[CH2:16][CH2:15][NH:14][CH2:13][CH2:12]1)([O-:3])=[O:2].Br[CH2:22][CH2:23][CH2:24][O:25][Si:26]([C:29]([CH3:32])([CH3:31])[CH3:30])([CH3:28])[CH3:27].C(=O)([O-])[O-].[Cs+].[Cs+]. Given the product [Si:26]([O:25][CH2:24][CH2:23][CH2:22][N:14]1[CH2:15][CH2:16][CH:11]([NH:10][C:9]2[CH:8]=[CH:7][C:6]([S:17]([NH2:20])(=[O:18])=[O:19])=[CH:5][C:4]=2[N+:1]([O-:3])=[O:2])[CH2:12][CH2:13]1)([C:29]([CH3:30])([CH3:31])[CH3:32])([CH3:28])[CH3:27], predict the reactants needed to synthesize it. (6) Given the product [O:1]1[CH2:5][CH2:4][CH2:3][C@@H:2]1[C:6]1[CH:12]=[CH:11][CH:10]=[CH:9][C:7]=1[NH2:8], predict the reactants needed to synthesize it. The reactants are: [O:1]1[CH2:5][CH2:4][CH2:3][CH:2]1[C:6]1[CH:12]=[CH:11][CH:10]=[CH:9][C:7]=1[NH2:8]. (7) The reactants are: [CH3:1][C:2]([NH:9][S:10]([CH:13]=[CH2:14])(=[O:12])=[O:11])([CH3:8])[CH2:3][C:4]([CH3:7])([CH3:6])[CH3:5].[Cl:15][C:16]1[CH:21]=[CH:20][C:19](OC)=[C:18](I)[CH:17]=1.C(N(CC)CC)C. Given the product [CH3:8][C:2]([NH:9][S:10](/[CH:13]=[CH:14]/[C:19]1[CH:20]=[CH:21][C:16]([Cl:15])=[CH:17][CH:18]=1)(=[O:12])=[O:11])([CH3:1])[CH2:3][C:4]([CH3:5])([CH3:6])[CH3:7], predict the reactants needed to synthesize it. (8) The reactants are: [CH3:1][C:2]1[CH:13]=[C:12]([N+:14]([O-:16])=[O:15])[CH:11]=[C:10]([CH3:17])[C:3]=1[O:4][CH2:5][C:6]([NH:8][NH2:9])=[O:7].[NH:18]1[C:26]2[CH:25]=[CH:24][CH:23]=[C:22]([CH:27]=O)[C:21]=2[CH:20]=[CH:19]1. Given the product [NH:18]1[C:26]2[C:21](=[C:22](/[CH:27]=[N:9]/[NH:8][C:6](=[O:7])[CH2:5][O:4][C:3]3[C:2]([CH3:1])=[CH:13][C:12]([N+:14]([O-:16])=[O:15])=[CH:11][C:10]=3[CH3:17])[CH:23]=[CH:24][CH:25]=2)[CH:20]=[CH:19]1, predict the reactants needed to synthesize it. (9) The reactants are: [Cl:1][C:2]1[CH:25]=[CH:24][C:5]([CH2:6][N:7]2[C:15]3[C:10](=[CH:11][C:12](/[CH:16]=[C:17]4/[C:18](=[O:23])[NH:19][C:20](=[O:22])[S:21]/4)=[CH:13][CH:14]=3)[CH:9]=[CH:8]2)=[C:4]([C:26]([F:29])([F:28])[F:27])[CH:3]=1.Cl.[CH3:31][N:32]([CH3:37])[CH2:33][CH2:34][CH2:35]Cl. Given the product [Cl:1][C:2]1[CH:25]=[CH:24][C:5]([CH2:6][N:7]2[C:15]3[C:10](=[CH:11][C:12](/[CH:16]=[C:17]4/[C:18](=[O:23])[N:19]([CH2:35][CH2:34][CH2:33][N:32]([CH3:37])[CH3:31])[C:20](=[O:22])[S:21]/4)=[CH:13][CH:14]=3)[CH:9]=[CH:8]2)=[C:4]([C:26]([F:29])([F:27])[F:28])[CH:3]=1, predict the reactants needed to synthesize it. (10) Given the product [Cl:10][C:11]1[CH:12]=[CH:13][C:14]([C:41]#[N:42])=[C:15]([C:17]2[C:22]([O:23][CH3:24])=[CH:21][N:20]([C:25](=[CH:33][CH:34]3[CH2:38][CH2:37][O:36][CH2:35]3)[C:26]([O:28][C:29]([CH3:31])([CH3:30])[CH3:32])=[O:27])[C:19](=[O:40])[CH:18]=2)[CH:16]=1, predict the reactants needed to synthesize it. The reactants are: C(N(S(F)(F)F)CC)C.[Cl:10][C:11]1[CH:12]=[CH:13][C:14]([C:41]#[N:42])=[C:15]([C:17]2[C:22]([O:23][CH3:24])=[CH:21][N:20]([CH:25]([CH:33](O)[CH:34]3[CH2:38][CH2:37][O:36][CH2:35]3)[C:26]([O:28][C:29]([CH3:32])([CH3:31])[CH3:30])=[O:27])[C:19](=[O:40])[CH:18]=2)[CH:16]=1.C(=O)(O)[O-].[Na+].